From a dataset of Merck oncology drug combination screen with 23,052 pairs across 39 cell lines. Regression. Given two drug SMILES strings and cell line genomic features, predict the synergy score measuring deviation from expected non-interaction effect. Drug 1: CC1CC2C3CCC4=CC(=O)C=CC4(C)C3(F)C(O)CC2(C)C1(O)C(=O)CO. Drug 2: CCN(CC)CCNC(=O)c1c(C)[nH]c(C=C2C(=O)Nc3ccc(F)cc32)c1C. Cell line: UWB1289. Synergy scores: synergy=5.44.